The task is: Predict which catalyst facilitates the given reaction.. This data is from Catalyst prediction with 721,799 reactions and 888 catalyst types from USPTO. (1) Reactant: [NH:1]1[CH2:6][CH2:5][NH:4][CH2:3][CH2:2]1.Cl[CH2:8][C:9]1[O:10][C:11]2[CH:17]=[CH:16][C:15]([C:18]3[C:26]4[C:21](=[CH:22][C:23]([F:27])=[CH:24][CH:25]=4)[N:20]([S:28]([C:31]4[CH:36]=[CH:35][CH:34]=[CH:33][CH:32]=4)(=[O:30])=[O:29])[CH:19]=3)=[CH:14][C:12]=2[N:13]=1. Product: [F:27][C:23]1[CH:22]=[C:21]2[C:26]([C:18]([C:15]3[CH:16]=[CH:17][C:11]4[O:10][C:9]([CH2:8][N:1]5[CH2:6][CH2:5][NH:4][CH2:3][CH2:2]5)=[N:13][C:12]=4[CH:14]=3)=[CH:19][N:20]2[S:28]([C:31]2[CH:32]=[CH:33][CH:34]=[CH:35][CH:36]=2)(=[O:30])=[O:29])=[CH:25][CH:24]=1. The catalyst class is: 31. (2) Reactant: I[C:2]1[CH:8]=[CH:7][CH:6]=[CH:5][C:3]=1[NH2:4].[Cl:9][C:10]1[CH:15]=[CH:14][C:13](B(O)O)=[CH:12][CH:11]=1.ClCCl.[OH-].[Na+]. Product: [Cl:9][C:10]1[CH:15]=[CH:14][C:13]([C:2]2[C:3]([NH2:4])=[CH:5][CH:6]=[CH:7][CH:8]=2)=[CH:12][CH:11]=1. The catalyst class is: 140. (3) Reactant: [Cl:1][C:2]1[C:3]([C:12]2[O:13][CH:14]=[CH:15][CH:16]=2)=[N:4][C:5]([NH2:11])=[N:6][C:7]=1S(C)=O.[CH3:17][O:18][CH2:19][CH2:20][NH2:21]. Product: [Cl:1][C:2]1[C:7]([NH:21][CH2:20][CH2:19][O:18][CH3:17])=[N:6][C:5]([NH2:11])=[N:4][C:3]=1[C:12]1[O:13][CH:14]=[CH:15][CH:16]=1. The catalyst class is: 57. (4) Reactant: [C:1]([C:5]1[CH:6]=[C:7]([NH:13][C:14]([NH:16][C@@H:17]2[C:26]3[C:21](=[CH:22][CH:23]=[CH:24][CH:25]=3)[C@H:20]([O:27][C:28]3[CH:29]=[CH:30][C:31]4[N:32]([C:34]([N:37]5[C@H:42]([CH3:43])[CH2:41][CH2:40][CH2:39][C@@H:38]5[CH3:44])=[N:35][N:36]=4)[CH:33]=3)[CH2:19][CH2:18]2)=[O:15])[N:8]([CH2:10][CH2:11][OH:12])[N:9]=1)([CH3:4])([CH3:3])[CH3:2].[CH3:45][S:46](Cl)(=[O:48])=[O:47].CCN(C(C)C)C(C)C. Product: [C:1]([C:5]1[CH:6]=[C:7]([NH:13][C:14]([NH:16][C@@H:17]2[C:26]3[C:21](=[CH:22][CH:23]=[CH:24][CH:25]=3)[C@H:20]([O:27][C:28]3[CH:29]=[CH:30][C:31]4[N:32]([C:34]([N:37]5[C@H:42]([CH3:43])[CH2:41][CH2:40][CH2:39][C@@H:38]5[CH3:44])=[N:35][N:36]=4)[CH:33]=3)[CH2:19][CH2:18]2)=[O:15])[N:8]([CH2:10][CH2:11][O:12][S:46]([CH3:45])(=[O:48])=[O:47])[N:9]=1)([CH3:4])([CH3:2])[CH3:3]. The catalyst class is: 2. (5) Reactant: [Br:1][C:2]1[CH:7]=[CH:6][C:5]([F:8])=[CH:4][C:3]=1[C:9]1[NH:13][N:12]=[N:11][N:10]=1.IC.[C:16](=O)([O-])[O-].[K+].[K+]. The catalyst class is: 9. Product: [Br:1][C:2]1[CH:7]=[CH:6][C:5]([F:8])=[CH:4][C:3]=1[C:9]1[N:13]([CH3:16])[NH:12][NH:11][N:10]=1. (6) Reactant: [O:1]1[C:5]2[CH:6]=[CH:7][CH:8]=[CH:9][C:4]=2[C:3]([C:10]2[CH:11]=[N:12][NH:13][C:14]=2[NH2:15])=[N:2]1.[CH2:16]([N:18]1[C:26]2[C:21](=[CH:22][C:23]([C:27](=O)[CH2:28][C:29](OCC)=[O:30])=[CH:24][CH:25]=2)[CH:20]=[N:19]1)[CH3:17].CC1C=CC(S(O)(=O)=O)=CC=1. Product: [O:1]1[C:5]2[CH:6]=[CH:7][CH:8]=[CH:9][C:4]=2[C:3]([C:10]2[CH:11]=[N:12][N:13]3[C:29](=[O:30])[CH:28]=[C:27]([C:23]4[CH:22]=[C:21]5[C:26](=[CH:25][CH:24]=4)[N:18]([CH2:16][CH3:17])[N:19]=[CH:20]5)[NH:15][C:14]=23)=[N:2]1. The catalyst class is: 114.